Dataset: Forward reaction prediction with 1.9M reactions from USPTO patents (1976-2016). Task: Predict the product of the given reaction. (1) Given the reactants [Cl:1][C:2]1[CH:9]=[CH:8][C:5]([CH:6]=[O:7])=[CH:4][CH:3]=1.C1(CC([CH:16]2[CH2:21][CH2:20][O:19][CH2:18][CH2:17]2)O)CC1, predict the reaction product. The product is: [Cl:1][C:2]1[CH:9]=[CH:8][C:5]([CH:6]([CH:16]2[CH2:21][CH2:20][O:19][CH2:18][CH2:17]2)[OH:7])=[CH:4][CH:3]=1. (2) Given the reactants [Na].[CH2:2]([O:9][C:10]([N:12]1[C@@H:17]([CH3:18])[C:16](=[O:19])[N:15]2[CH:20]([CH2:23][CH:24]=C)[CH2:21][CH2:22][C@H:14]2[CH2:13]1)=[O:11])[C:3]1[CH:8]=[CH:7][CH:6]=[CH:5][CH:4]=1.CC(C)=[O:28], predict the reaction product. The product is: [CH2:2]([O:9][C:10]([N:12]1[C@@H:17]([CH3:18])[C:16](=[O:19])[N:15]2[CH:20]([CH2:23][CH:24]=[O:28])[CH2:21][CH2:22][C@H:14]2[CH2:13]1)=[O:11])[C:3]1[CH:8]=[CH:7][CH:6]=[CH:5][CH:4]=1. (3) Given the reactants [C:1]([C:4]1[CH:5]=[N:6][NH:7][CH:8]=1)#[C:2][CH3:3].[CH:9]1(C#C)C[CH2:10]1, predict the reaction product. The product is: [CH:3]1([C:2]#[C:1][C:4]2[CH:5]=[N:6][NH:7][CH:8]=2)[CH2:10][CH2:9]1. (4) The product is: [CH2:12]([O:19][CH2:20][C@@:21]1([C:26]([O:28][CH3:29])=[O:27])[CH2:25][CH2:24][CH2:23][N:22]1[S:8]([C:5]1[CH:6]=[CH:7][C:2]([F:1])=[CH:3][CH:4]=1)(=[O:10])=[O:9])[C:13]1[CH:14]=[CH:15][CH:16]=[CH:17][CH:18]=1. Given the reactants [F:1][C:2]1[CH:7]=[CH:6][C:5]([S:8](Cl)(=[O:10])=[O:9])=[CH:4][CH:3]=1.[CH2:12]([O:19][CH2:20][C@@:21]1([C:26]([O:28][CH3:29])=[O:27])[CH2:25][CH2:24][CH2:23][NH:22]1)[C:13]1[CH:18]=[CH:17][CH:16]=[CH:15][CH:14]=1.CCN(C(C)C)C(C)C, predict the reaction product. (5) Given the reactants [CH3:1][C:2]1[CH2:3][N:4]([NH:9][C:10]([C:12]2[CH:13]=[N:14][C:15]([C:18]3[CH:23]=[CH:22][C:21]([O:24]C)=[CH:20][CH:19]=3)=[N:16][CH:17]=2)=[O:11])[C:5](=[O:8])[NH:6][N:7]=1.C[S-].[Na+], predict the reaction product. The product is: [CH3:1][C:2]1[CH2:3][N:4]([NH:9][C:10]([C:12]2[CH:17]=[N:16][C:15]([C:18]3[CH:23]=[CH:22][C:21]([OH:24])=[CH:20][CH:19]=3)=[N:14][CH:13]=2)=[O:11])[C:5](=[O:8])[NH:6][N:7]=1. (6) The product is: [CH2:15]([O:8][C:7](=[O:9])[C:6]1[CH:10]=[C:2]([Br:1])[CH:3]=[C:4]([N+:12]([O-:14])=[O:13])[C:5]=1[CH3:11])[C:16]1[CH:21]=[CH:20][CH:19]=[CH:18][CH:17]=1. Given the reactants [Br:1][C:2]1[CH:3]=[C:4]([N+:12]([O-:14])=[O:13])[C:5]([CH3:11])=[C:6]([CH:10]=1)[C:7]([OH:9])=[O:8].[CH2:15](Br)[C:16]1[CH:21]=[CH:20][CH:19]=[CH:18][CH:17]=1.C(N(C(C)C)CC)(C)C.N1CCCC1, predict the reaction product.